Predict the reactants needed to synthesize the given product. From a dataset of Full USPTO retrosynthesis dataset with 1.9M reactions from patents (1976-2016). (1) The reactants are: [CH3:1][O:2][C:3]([C:5]1[CH:6]=[CH:7][C:8]([C:11]([OH:13])=O)=[N:9][CH:10]=1)=[O:4].[CH3:14][N:15](C(ON1N=NC2C=CC=NC1=2)=[N+](C)C)C.F[P-](F)(F)(F)(F)F.CCN(C(C)C)C(C)C.CN. Given the product [CH3:14][NH:15][C:11]([C:8]1[CH:7]=[CH:6][C:5]([C:3]([O:2][CH3:1])=[O:4])=[CH:10][N:9]=1)=[O:13], predict the reactants needed to synthesize it. (2) Given the product [ClH:44].[OH:13][CH:12]([C:14]1[CH:15]=[CH:16][C:17]([O:20][CH2:21][CH2:22][N:23]2[CH2:28][CH2:27][CH2:26][CH2:25][CH2:24]2)=[CH:18][CH:19]=1)[C:8]1[C:7]([C:29]2[C:30]([F:37])=[CH:31][C:32]([F:36])=[CH:33][C:34]=2[F:35])=[CH:6][CH:5]=[C:4]2[C:9]=1[CH:10]=[CH:11][C:2]([OH:1])=[CH:3]2, predict the reactants needed to synthesize it. The reactants are: [OH:1][C:2]1[CH:3]=[C:4]2[C:9](=[CH:10][CH:11]=1)[C:8]([C:12]([C:14]1[CH:19]=[CH:18][C:17]([O:20][CH2:21][CH2:22][N:23]3[CH2:28][CH2:27][CH2:26][CH2:25][CH2:24]3)=[CH:16][CH:15]=1)=[O:13])=[C:7]([C:29]1[C:34]([F:35])=[CH:33][C:32]([F:36])=[CH:31][C:30]=1[F:37])[CH:6]=[CH:5]2.[H-].[Al+3].[Li+].[H-].[H-].[H-].[ClH:44]. (3) Given the product [CH2:12]([N:9]1[CH2:10][CH2:11][C:6]([S:19]([C:22]2[CH:27]=[CH:26][C:25]([O:28][CH2:29][C:30]#[C:31][CH3:32])=[CH:24][CH:23]=2)(=[O:21])=[O:20])([C:4]([OH:5])=[O:3])[CH2:7][CH2:8]1)[C:13]1[CH:14]=[CH:15][CH:16]=[CH:17][CH:18]=1, predict the reactants needed to synthesize it. The reactants are: C([O:3][C:4]([C:6]1([S:19]([C:22]2[CH:27]=[CH:26][C:25]([O:28][CH2:29][C:30]#[C:31][CH3:32])=[CH:24][CH:23]=2)(=[O:21])=[O:20])[CH2:11][CH2:10][N:9]([CH2:12][C:13]2[CH:18]=[CH:17][CH:16]=[CH:15][CH:14]=2)[CH2:8][CH2:7]1)=[O:5])C. (4) Given the product [Cu:11].[C:1]([O-:10])(=[O:9])[CH2:2][CH2:3][CH2:4][CH2:5][CH2:6][CH2:7][CH3:8].[Cu+2:11].[C:12]([O-:21])(=[O:20])[CH2:13][CH2:14][CH2:15][CH2:16][CH2:17][CH2:18][CH3:19], predict the reactants needed to synthesize it. The reactants are: [C:1]([O-:10])(=[O:9])[CH2:2][CH2:3][CH2:4][CH2:5][CH2:6][CH2:7][CH3:8].[Cu+2:11].[C:12]([O-:21])(=[O:20])[CH2:13][CH2:14][CH2:15][CH2:16][CH2:17][CH2:18][CH3:19]. (5) Given the product [Cl:23][C:24]1[CH:32]=[CH:31][CH:30]=[CH:29][C:25]=1[C:26]([NH:1][C:2]1[CH:3]=[CH:4][C:5]([C:8]2[S:12][C:11]([CH:13]3[CH2:14][CH2:15][CH:16]([C:19]([O:21][CH3:22])=[O:20])[CH2:17][CH2:18]3)=[N:10][CH:9]=2)=[CH:6][CH:7]=1)=[O:27], predict the reactants needed to synthesize it. The reactants are: [NH2:1][C:2]1[CH:7]=[CH:6][C:5]([C:8]2[S:12][C:11]([CH:13]3[CH2:18][CH2:17][CH:16]([C:19]([O:21][CH3:22])=[O:20])[CH2:15][CH2:14]3)=[N:10][CH:9]=2)=[CH:4][CH:3]=1.[Cl:23][C:24]1[CH:32]=[CH:31][CH:30]=[CH:29][C:25]=1[C:26](Cl)=[O:27]. (6) Given the product [Br:15][C:16]1[N:21]=[C:20]([NH:14][CH:12]([C:3]2[CH:4]=[C:5]3[C:10](=[CH:11][C:2]=2[F:1])[N:9]=[CH:8][CH:7]=[CH:6]3)[CH3:13])[C:19]([NH2:34])=[N:18][CH:17]=1, predict the reactants needed to synthesize it. The reactants are: [F:1][C:2]1[CH:11]=[C:10]2[C:5]([CH:6]=[CH:7][CH:8]=[N:9]2)=[CH:4][C:3]=1[CH:12]([NH2:14])[CH3:13].[Br:15][C:16]1[N:21]=[C:20](NCC2C=C3C(=CC=2)N=CC=C3)[C:19]([NH2:34])=[N:18][CH:17]=1.